From a dataset of NCI-60 drug combinations with 297,098 pairs across 59 cell lines. Regression. Given two drug SMILES strings and cell line genomic features, predict the synergy score measuring deviation from expected non-interaction effect. Drug 1: C1=CC(=C2C(=C1NCCNCCO)C(=O)C3=C(C=CC(=C3C2=O)O)O)NCCNCCO. Drug 2: CC1C(C(CC(O1)OC2CC(CC3=C2C(=C4C(=C3O)C(=O)C5=C(C4=O)C(=CC=C5)OC)O)(C(=O)CO)O)N)O.Cl. Cell line: MOLT-4. Synergy scores: CSS=58.2, Synergy_ZIP=-6.17, Synergy_Bliss=-13.0, Synergy_Loewe=-12.5, Synergy_HSA=-9.88.